This data is from Aqueous solubility values for 9,982 compounds from the AqSolDB database. The task is: Regression/Classification. Given a drug SMILES string, predict its absorption, distribution, metabolism, or excretion properties. Task type varies by dataset: regression for continuous measurements (e.g., permeability, clearance, half-life) or binary classification for categorical outcomes (e.g., BBB penetration, CYP inhibition). For this dataset (solubility_aqsoldb), we predict Y. (1) The compound is Nc1nc2c(ncn2COCCO)c(=O)[nH]1. The Y is -2.12 log mol/L. (2) The molecule is C=CC(=O)OCCCCCCCC(C)C. The Y is -5.20 log mol/L. (3) The compound is CCCCCCCCOC(=O)c1ccccc1C(=O)OCCCCCCCC. The Y is -7.25 log mol/L.